Task: Predict the reactants needed to synthesize the given product.. Dataset: Full USPTO retrosynthesis dataset with 1.9M reactions from patents (1976-2016) (1) Given the product [NH2:9][C:6]1[CH:5]=[CH:4][N:3]2[CH:11]=[C:12]([CH3:13])[N:1]=[C:2]2[C:7]=1[I:8], predict the reactants needed to synthesize it. The reactants are: [NH2:1][C:2]1[C:7]([I:8])=[C:6]([NH2:9])[CH:5]=[CH:4][N:3]=1.Cl[CH2:11][C:12](=O)[CH3:13]. (2) Given the product [C:43]1([P:52](=[O:56])([O:53][CH2:54][CH3:55])[O:51][CH2:49][CH3:50])[CH:48]=[CH:47][CH:46]=[CH:45][CH:44]=1, predict the reactants needed to synthesize it. The reactants are: C1(C2C3C(=CC=CC=3)C=CC=2)C2C(=CC=CC=2)C=CC=1P1C(C)(C)CC2(OCCO2)CC1(C)C.C(N(CC)CC)C.Br[C:43]1[CH:48]=[CH:47][CH:46]=[CH:45][CH:44]=1.[CH2:49]([O:51][P:52]([O-:56])[O:53][CH2:54][CH3:55])[CH3:50]. (3) The reactants are: [C-:1]#[N:2].[K+].[C:4]([C:8]1[CH:13]=[C:12](Cl)[CH:11]=[C:10]([C:15]([CH3:18])([CH3:17])[CH3:16])[C:9]=1[OH:19])([CH3:7])([CH3:6])[CH3:5].[C-:20]#N. Given the product [C:4]([C:8]1[CH:13]=[C:12]([CH2:20][C:1]#[N:2])[CH:11]=[C:10]([C:15]([CH3:18])([CH3:17])[CH3:16])[C:9]=1[OH:19])([CH3:7])([CH3:6])[CH3:5], predict the reactants needed to synthesize it. (4) Given the product [O:26]1[C:25]2[CH:29]=[CH:30][C:22]([C:19]3([C:17]([NH:16][C:11]4[CH:10]=[C:9]([C:6]5[CH:5]=[CH:4][C:3]([CH2:2][NH:1][C:31](=[O:34])[CH2:32][CH3:33])=[CH:8][CH:7]=5)[C:14]([CH3:15])=[CH:13][CH:12]=4)=[O:18])[CH2:20][CH2:21]3)=[CH:23][C:24]=2[O:28][CH2:27]1, predict the reactants needed to synthesize it. The reactants are: [NH2:1][CH2:2][C:3]1[CH:8]=[CH:7][C:6]([C:9]2[C:14]([CH3:15])=[CH:13][CH:12]=[C:11]([NH:16][C:17]([C:19]3([C:22]4[CH:30]=[CH:29][C:25]5[O:26][CH2:27][O:28][C:24]=5[CH:23]=4)[CH2:21][CH2:20]3)=[O:18])[CH:10]=2)=[CH:5][CH:4]=1.[C:31](Cl)(=[O:34])[CH2:32][CH3:33].CCN(CC)CC. (5) Given the product [C:1]([O:5][C:6]([NH:7][C:8]1[N:9]=[C:10]([CH2:14][C:24]([OH:26])=[O:25])[CH:11]=[CH:12][CH:13]=1)=[O:15])([CH3:4])([CH3:3])[CH3:2], predict the reactants needed to synthesize it. The reactants are: [C:1]([O:5][C:6](=[O:15])[NH:7][C:8]1[CH:13]=[CH:12][CH:11]=[C:10]([CH3:14])[N:9]=1)([CH3:4])([CH3:3])[CH3:2].C([N-]C(C)C)(C)C.[Li+].[C:24](=[O:26])=[O:25].